Dataset: Forward reaction prediction with 1.9M reactions from USPTO patents (1976-2016). Task: Predict the product of the given reaction. (1) Given the reactants [CH2:1]([N:8]1[CH:16]=[C:15]2[C:10]([CH:11]=[C:12]([C:17]3[CH:18]=[C:19]([C:27]4[CH:36]=[C:35]5[C:30]([CH2:31][CH2:32][NH:33][CH2:34]5)=[CH:29][CH:28]=4)[N:20]4[C:25]=3[C:24]([NH2:26])=[N:23][CH:22]=[N:21]4)[CH:13]=[CH:14]2)=[N:9]1)[C:2]1[CH:7]=[CH:6][CH:5]=[CH:4][CH:3]=1.[CH3:37][N:38]([CH3:42])[C:39](Cl)=[O:40].C(N(CC)CC)C, predict the reaction product. The product is: [CH3:37][N:38]([CH3:42])[C:39]([N:33]1[CH2:32][CH2:31][C:30]2[C:35](=[CH:36][C:27]([C:19]3[N:20]4[C:25]([C:24]([NH2:26])=[N:23][CH:22]=[N:21]4)=[C:17]([C:12]4[CH:13]=[CH:14][C:15]5[C:10]([CH:11]=4)=[N:9][N:8]([CH2:1][C:2]4[CH:3]=[CH:4][CH:5]=[CH:6][CH:7]=4)[CH:16]=5)[CH:18]=3)=[CH:28][CH:29]=2)[CH2:34]1)=[O:40]. (2) Given the reactants [P:1]([O-:12])([O:7][C:8]([CH3:11])([CH3:10])[CH3:9])[O:2][C:3]([CH3:6])([CH3:5])[CH3:4].[H-].[Na+].[CH2:15]([O:22][C:23]1[C:24]([CH3:32])=[N:25][CH:26]=[C:27]([CH3:31])[C:28]=1[CH:29]=[O:30])[C:16]1[CH:21]=[CH:20][CH:19]=[CH:18][CH:17]=1, predict the reaction product. The product is: [C:3]([O:2][P:1]([CH:29]([C:28]1[C:27]([CH3:31])=[CH:26][N:25]=[C:24]([CH3:32])[C:23]=1[O:22][CH2:15][C:16]1[CH:21]=[CH:20][CH:19]=[CH:18][CH:17]=1)[OH:30])(=[O:12])[O:7][C:8]([CH3:11])([CH3:10])[CH3:9])([CH3:5])([CH3:6])[CH3:4]. (3) Given the reactants [Br:1][C:2]1[CH:3]=[N:4][N:5]2[CH:10]=[CH:9][C:8]([NH:11][C@@H:12]([CH:15]([CH3:17])[CH3:16])[CH:13]=O)=[N:7][C:6]=12.[CH3:18][O:19][CH2:20][CH2:21][NH2:22], predict the reaction product. The product is: [Br:1][C:2]1[CH:3]=[N:4][N:5]2[CH:10]=[CH:9][C:8]([NH:11][C@@H:12]([CH:15]([CH3:17])[CH3:16])[CH2:13][NH:22][CH2:21][CH2:20][O:19][CH3:18])=[N:7][C:6]=12. (4) Given the reactants Cl[C:2]1[N:9]=[CH:8][C:7]([C:10]2[CH:15]=[CH:14][N:13]=[C:12]([NH:16][C:17]3[CH:18]=[N:19][C:20]([CH2:23][N:24]4[CH2:29][CH2:28][O:27][CH2:26][CH2:25]4)=[CH:21][CH:22]=3)[N:11]=2)=[CH:6][C:3]=1[C:4]#[N:5].Cl.[NH:31]1[CH2:35][CH2:34][CH2:33][CH:32]1[CH2:36][C:37]([NH2:39])=[O:38].CCN(C(C)C)C(C)C.CO.C(Cl)(Cl)Cl, predict the reaction product. The product is: [C:4]([C:3]1[C:2]([N:31]2[CH2:35][CH2:34][CH2:33][CH:32]2[CH2:36][C:37]([NH2:39])=[O:38])=[N:9][CH:8]=[C:7]([C:10]2[CH:15]=[CH:14][N:13]=[C:12]([NH:16][C:17]3[CH:18]=[N:19][C:20]([CH2:23][N:24]4[CH2:29][CH2:28][O:27][CH2:26][CH2:25]4)=[CH:21][CH:22]=3)[N:11]=2)[CH:6]=1)#[N:5].